From a dataset of Catalyst prediction with 721,799 reactions and 888 catalyst types from USPTO. Predict which catalyst facilitates the given reaction. Reactant: Br[C:2]1[CH:7]=[CH:6][C:5]([Br:8])=[CH:4][N:3]=1.[CH3:9][CH:10]([SH:12])[CH3:11].[H-].[Na+]. Product: [Br:8][C:5]1[CH:6]=[CH:7][C:2]([S:12][CH:10]([CH3:11])[CH3:9])=[N:3][CH:4]=1. The catalyst class is: 9.